This data is from Full USPTO retrosynthesis dataset with 1.9M reactions from patents (1976-2016). The task is: Predict the reactants needed to synthesize the given product. (1) Given the product [CH3:1][N:2]([CH2:3][CH2:4][N:5]1[CH2:10][CH2:9][S:8][C:7]2[CH:11]=[C:12]([N+:15]([O-:17])=[O:16])[CH:13]=[CH:14][C:6]1=2)[C:19](=[O:27])[O:20][C:21]1[CH:26]=[CH:25][CH:24]=[CH:23][CH:22]=1, predict the reactants needed to synthesize it. The reactants are: [CH3:1][N:2](C)[CH2:3][CH2:4][N:5]1[CH2:10][CH2:9][S:8][C:7]2[CH:11]=[C:12]([N+:15]([O-:17])=[O:16])[CH:13]=[CH:14][C:6]1=2.[C:19](Cl)(=[O:27])[O:20][C:21]1[CH:26]=[CH:25][CH:24]=[CH:23][CH:22]=1. (2) Given the product [Br-:9].[C:1]([C:3]1[CH:12]=[CH:11][C:6]([C:7](=[O:10])[CH2:8][N+:13]2[CH:18]=[CH:17][CH:16]=[CH:15][CH:14]=2)=[CH:5][CH:4]=1)#[N:2], predict the reactants needed to synthesize it. The reactants are: [C:1]([C:3]1[CH:12]=[CH:11][C:6]([C:7](=[O:10])[CH2:8][Br:9])=[CH:5][CH:4]=1)#[N:2].[N:13]1[CH:18]=[CH:17][CH:16]=[CH:15][CH:14]=1. (3) Given the product [CH3:1][CH2:2][O:3][C:4]([C:6]1[CH:11]([C:12]2[C:17]([Cl:18])=[CH:16][CH:15]=[CH:14][CH:13]=2)[C:10]([C:19]([O:21][CH3:22])=[O:20])=[C:9]([CH3:23])[NH:8][C:7]=1[CH2:24][O:25][CH2:26][CH2:27][NH2:28])=[O:5], predict the reactants needed to synthesize it. The reactants are: [CH3:1][CH2:2][O:3][C:4]([C:6]1[CH:11]([C:12]2[C:17]([Cl:18])=[CH:16][CH:15]=[CH:14][CH:13]=2)[C:10]([C:19]([O:21][CH3:22])=[O:20])=[C:9]([CH3:23])[NH:8][C:7]=1[CH2:24][O:25][CH2:26][CH2:27][N:28]1C(=O)C2C(=CC=CC=2)C1=O)=[O:5].CN. (4) The reactants are: [O:1]1[C:5]2[CH:6]=[CH:7][CH:8]=[CH:9][C:4]=2[N:3]=[C:2]1/[CH:10]=C/N(C)C.O.CC[O:18]C(C)=O. Given the product [O:1]1[C:5]2[CH:6]=[CH:7][CH:8]=[CH:9][C:4]=2[N:3]=[C:2]1[CH:10]=[O:18], predict the reactants needed to synthesize it. (5) The reactants are: [NH2:1][CH2:2][CH2:3][CH2:4][C@H:5]([NH:9][C:10]([C:12]1[C:13](=[O:26])[N:14]([CH2:18][C:19]2[CH:24]=[CH:23][CH:22]=[C:21]([Br:25])[CH:20]=2)[CH:15]=[CH:16][CH:17]=1)=[O:11])[C:6]([OH:8])=[O:7].[C:27]([OH:33])([C:29]([F:32])([F:31])[F:30])=[O:28].C(O)C.Cl.[C:38](=[NH:43])(OCC)[CH3:39]. Given the product [Br:25][C:21]1[CH:20]=[C:19]([CH:24]=[CH:23][CH:22]=1)[CH2:18][N:14]1[CH:15]=[CH:16][CH:17]=[C:12]([C:10]([NH:9][C@@H:5]([CH2:4][CH2:3][CH2:2][NH:1][C:38](=[NH:43])[CH3:39])[C:6]([OH:8])=[O:7])=[O:11])[C:13]1=[O:26].[C:27]([OH:33])([C:29]([F:32])([F:31])[F:30])=[O:28], predict the reactants needed to synthesize it. (6) Given the product [CH2:1]([O:8][CH2:11][CH2:10][C:9]([OH:13])=[O:12])[C:2]1[CH:7]=[CH:6][CH:5]=[CH:4][CH:3]=1, predict the reactants needed to synthesize it. The reactants are: [CH2:1]([OH:8])[C:2]1[CH:7]=[CH:6][CH:5]=[CH:4][CH:3]=1.[C:9]([O:13]C)(=[O:12])[CH:10]=[CH2:11].